This data is from Forward reaction prediction with 1.9M reactions from USPTO patents (1976-2016). The task is: Predict the product of the given reaction. (1) Given the reactants [N:1]([C@@H:4]([C@@H:28]([CH3:31])[CH2:29][CH3:30])[C:5]([N:7]([C@@H:12]([CH:25]([CH3:27])[CH3:26])[CH2:13][C@H:14]([C:16]1(C(NC)=O)[NH:20][CH:19]=[CH:18][S:17]1)[OH:15])[CH2:8][CH2:9][O:10][CH3:11])=[O:6])=[N+:2]=[N-:3].C(O[C:36](=[O:38])[CH3:37])(=O)C.[N:39]1[CH:44]=CC=C[CH:40]=1.[OH2:45], predict the reaction product. The product is: [C:36]([O:15][C@@H:14]([C:16]1[S:17][CH:18]=[C:19]([C:40](=[O:45])[NH:39][CH3:44])[N:20]=1)[CH2:13][C@@H:12]([N:7]([CH2:8][CH2:9][O:10][CH3:11])[C:5](=[O:6])[C@@H:4]([N:1]=[N+:2]=[N-:3])[C@@H:28]([CH3:31])[CH2:29][CH3:30])[CH:25]([CH3:27])[CH3:26])(=[O:38])[CH3:37]. (2) Given the reactants [CH2:1]([S:4][C:5]1[N:13]=[C:12]2[C:8]([N:9]=[CH:10][N:11]2[C@@H:14]2[O:26][C@H:25]([CH2:27][O:28]C(=O)C)[C@@H:20]([O:21]C(=O)C)[C@H:15]2[O:16]C(=O)C)=[C:7](Cl)[N:6]=1)[CH2:2][CH3:3].[O:33]([C:35]1[CH:40]=[CH:39][C:38]([CH2:41][CH2:42][NH2:43])=[CH:37][CH:36]=1)[CH3:34], predict the reaction product. The product is: [CH2:1]([S:4][C:5]1[N:13]=[C:12]2[C:8]([N:9]=[CH:10][N:11]2[C@@H:14]2[O:26][C@H:25]([CH2:27][OH:28])[C@@H:20]([OH:21])[C@H:15]2[OH:16])=[C:7]([NH:43][CH2:42][CH2:41][C:38]2[CH:39]=[CH:40][C:35]([O:33][CH3:34])=[CH:36][CH:37]=2)[N:6]=1)[CH2:2][CH3:3].